From a dataset of Catalyst prediction with 721,799 reactions and 888 catalyst types from USPTO. Predict which catalyst facilitates the given reaction. (1) Reactant: [Si]([O:8][C@H:9]([C:23]1[CH:32]=[CH:31][C:30]([OH:33])=[C:29]2[C:24]=1[CH:25]=[CH:26][C:27](=[O:34])[NH:28]2)[CH2:10][NH:11][CH:12]1[CH2:17][CH2:16][N:15]([CH2:18][CH2:19][C:20]([OH:22])=O)[CH2:14][CH2:13]1)(C(C)(C)C)(C)C.CN(C(ON1N=NC2C=CC=NC1=2)=[N+](C)C)C.F[P-](F)(F)(F)(F)F.C(N(CC)CC)C.[CH3:66][C:67]1[CH:68]=[C:69]([CH:72]=[C:73]([CH3:75])[CH:74]=1)[CH2:70][NH2:71]. Product: [CH3:66][C:67]1[CH:68]=[C:69]([CH:72]=[C:73]([CH3:75])[CH:74]=1)[CH2:70][NH:71][C:20](=[O:22])[CH2:19][CH2:18][N:15]1[CH2:14][CH2:13][CH:12]([NH:11][CH2:10][C@H:9]([OH:8])[C:23]2[CH:32]=[CH:31][C:30]([OH:33])=[C:29]3[C:24]=2[CH:25]=[CH:26][C:27](=[O:34])[NH:28]3)[CH2:17][CH2:16]1. The catalyst class is: 3. (2) Reactant: [F:1][C:2]1[C:7]([F:8])=[CH:6][CH:5]=[CH:4][C:3]=1[C:9]1[CH:10]=[C:11]2[C:16](=[CH:17][CH:18]=1)[N:15]=[C:14]([C:19]1[CH:20]=[N:21][CH:22]=[CH:23][CH:24]=1)[N:13]=[C:12]2[N:25]1[C:33]2[C:28](=[CH:29][C:30]([N+:34]([O-])=O)=[CH:31][CH:32]=2)[CH2:27][CH2:26]1. Product: [F:1][C:2]1[C:7]([F:8])=[CH:6][CH:5]=[CH:4][C:3]=1[C:9]1[CH:10]=[C:11]2[C:16](=[CH:17][CH:18]=1)[N:15]=[C:14]([C:19]1[CH:20]=[N:21][CH:22]=[CH:23][CH:24]=1)[N:13]=[C:12]2[N:25]1[C:33]2[C:28](=[CH:29][C:30]([NH2:34])=[CH:31][CH:32]=2)[CH2:27][CH2:26]1. The catalyst class is: 394. (3) Reactant: [CH2:1]([N:3]1[C:8]([C:9]([C:11]2[CH:12]=[C:13]([CH:18]=[CH:19][C:20]#[N:21])[CH:14]=[C:15]([CH3:17])[CH:16]=2)=[O:10])=[C:7]([CH:22]([CH3:24])[CH3:23])[C:6](=[O:25])[NH:5][C:4]1=[O:26])[CH3:2]. Product: [CH2:1]([N:3]1[C:8]([C:9]([C:11]2[CH:12]=[C:13]([CH2:18][CH2:19][C:20]#[N:21])[CH:14]=[C:15]([CH3:17])[CH:16]=2)=[O:10])=[C:7]([CH:22]([CH3:23])[CH3:24])[C:6](=[O:25])[NH:5][C:4]1=[O:26])[CH3:2]. The catalyst class is: 63. (4) Reactant: [CH2:1]([O:8][C:9]([NH:11][CH2:12][CH2:13][CH2:14][C@@H:15]([C:24]([NH:26][C@H:27]1[CH2:31][CH2:30][CH2:29][C@H:28]1[C:32]([O:34][CH3:35])=[O:33])=[O:25])[NH:16]C(OC(C)(C)C)=O)=[O:10])[C:2]1[CH:7]=[CH:6][CH:5]=[CH:4][CH:3]=1.Cl.C(OCC)(=O)C. Product: [CH2:1]([O:8][C:9]([NH:11][CH2:12][CH2:13][CH2:14][C@@H:15]([C:24]([NH:26][C@H:27]1[CH2:31][CH2:30][CH2:29][C@H:28]1[C:32]([O:34][CH3:35])=[O:33])=[O:25])[NH2:16])=[O:10])[C:2]1[CH:3]=[CH:4][CH:5]=[CH:6][CH:7]=1. The catalyst class is: 13. (5) Reactant: [O:1]=[C:2]1[C:10]([C:11]([OH:13])=O)=[C:5]2[CH2:6][CH2:7][CH2:8][CH2:9][N:4]2[N:3]1[C:14]1[CH:19]=[CH:18][CH:17]=[CH:16][CH:15]=1.[NH2:20][C:21]1[CH:37]=[CH:36][C:24]([O:25][C:26]2[CH:31]=[CH:30][N:29]=[C:28]([C:32]([NH2:34])=[O:33])[C:27]=2[Cl:35])=[CH:23][CH:22]=1.C1C=NC2N(O)N=NC=2C=1.CCN=C=NCCCN(C)C. Product: [C:32]([C:28]1[C:27]([Cl:35])=[C:26]([O:25][C:24]2[CH:36]=[CH:37][C:21]([NH:20][C:11]([C:10]3[C:2](=[O:1])[N:3]([C:14]4[CH:15]=[CH:16][CH:17]=[CH:18][CH:19]=4)[N:4]4[CH2:9][CH2:8][CH2:7][CH2:6][C:5]=34)=[O:13])=[CH:22][CH:23]=2)[CH:31]=[CH:30][N:29]=1)(=[O:33])[NH2:34]. The catalyst class is: 2.